Dataset: Full USPTO retrosynthesis dataset with 1.9M reactions from patents (1976-2016). Task: Predict the reactants needed to synthesize the given product. (1) Given the product [CH:1]1([CH:7]([NH:15][C:16]2[CH:17]=[CH:18][C:19]([C:20]([N:26]([CH3:25])[CH2:27][CH2:28][C:29]([OH:31])=[O:30])=[O:22])=[CH:23][CH:24]=2)[C:8]2[CH:12]=[C:11]([CH3:13])[S:10][C:9]=2[CH3:14])[CH2:6][CH2:5][CH2:4][CH2:3][CH2:2]1, predict the reactants needed to synthesize it. The reactants are: [CH:1]1([CH:7]([NH:15][C:16]2[CH:24]=[CH:23][C:19]([C:20]([OH:22])=O)=[CH:18][CH:17]=2)[C:8]2[CH:12]=[C:11]([CH3:13])[S:10][C:9]=2[CH3:14])[CH2:6][CH2:5][CH2:4][CH2:3][CH2:2]1.[CH3:25][NH:26][CH2:27][CH2:28][C:29]([O:31]CC)=[O:30].O.ON1C2C=CC=CC=2N=N1.Cl.C(N=C=NCCCN(C)C)C.Cl.[OH-].[Na+]. (2) The reactants are: [CH3:1][O:2][C:3]([C:5]1[S:6][C:7]([Br:27])=[CH:8][C:9]=1[N:10]([C:18]([C@H:20]1[CH2:25][CH2:24][C@H:23]([CH3:26])[CH2:22][CH2:21]1)=[O:19])[CH:11]1[CH2:16][CH2:15][C:14](=[O:17])[CH2:13][CH2:12]1)=[O:4].[BH4-].[Na+].CCCCCC.CCOC(C)=O. Given the product [CH3:1][O:2][C:3]([C:5]1[S:6][C:7]([Br:27])=[CH:8][C:9]=1[N:10]([C@H:11]1[CH2:12][CH2:13][C@H:14]([OH:17])[CH2:15][CH2:16]1)[C:18]([C@H:20]1[CH2:21][CH2:22][C@H:23]([CH3:26])[CH2:24][CH2:25]1)=[O:19])=[O:4], predict the reactants needed to synthesize it. (3) Given the product [Cl:22][CH2:14][C:13]1[N:9]([C:6]2[CH:7]=[CH:8][C:3]([S:2]([F:19])([F:18])([F:17])([F:16])[F:1])=[CH:4][CH:5]=2)[N:10]=[N:11][N:12]=1, predict the reactants needed to synthesize it. The reactants are: [F:1][S:2]([F:19])([F:18])([F:17])([F:16])[C:3]1[CH:8]=[CH:7][C:6]([N:9]2[C:13]([CH2:14]O)=[N:12][N:11]=[N:10]2)=[CH:5][CH:4]=1.O=S(Cl)[Cl:22].